This data is from Forward reaction prediction with 1.9M reactions from USPTO patents (1976-2016). The task is: Predict the product of the given reaction. (1) Given the reactants [CH3:1][C:2]1[CH:11]=[CH:10][C:5]([C:6]([O:8][CH3:9])=[O:7])=[CH:4][C:3]=1[N+:12]([O-])=O.[CH3:15]O.[H][H], predict the reaction product. The product is: [NH:12]1[C:3]2[C:2](=[CH:11][CH:10]=[C:5]([C:6]([O:8][CH3:9])=[O:7])[CH:4]=2)[CH:1]=[CH:15]1. (2) Given the reactants [F:1][C:2]1[CH:7]=[CH:6][C:5]([S:8]([NH:11][C:12]2[CH:17]=[C:16]([CH3:18])[CH:15]=[CH:14][C:13]=2[C:19]#[N:20])(=[O:10])=[O:9])=[CH:4][CH:3]=1.[N-:21]=[N+:22]=[N-:23].[Na+].[Cl-].[NH4+].Cl, predict the reaction product. The product is: [NH:21]1[C:19]([C:13]2[CH:14]=[CH:15][C:16]([CH3:18])=[CH:17][C:12]=2[NH:11][S:8]([C:5]2[CH:6]=[CH:7][C:2]([F:1])=[CH:3][CH:4]=2)(=[O:10])=[O:9])=[N:20][N:23]=[N:22]1. (3) Given the reactants C1CCN2C(=NCCC2)CC1.[C:12]([CH2:17][C:18]([O:20][CH2:21][CH3:22])=[O:19])(=O)[CH:13]([CH3:15])[CH3:14].[N:23]([C:26]1[CH:31]=[CH:30][CH:29]=[CH:28][C:27]=1[F:32])=[N+:24]=[N-:25].O, predict the reaction product. The product is: [F:32][C:27]1[CH:28]=[CH:29][CH:30]=[CH:31][C:26]=1[N:23]1[C:12]([CH:13]([CH3:15])[CH3:14])=[C:17]([C:18]([O:20][CH2:21][CH3:22])=[O:19])[N:25]=[N:24]1. (4) Given the reactants [CH2:1]([O:3][C:4]1[N:9]=[N:8][C:7]([NH2:10])=[CH:6][CH:5]=1)[CH3:2].[CH3:11][C:12]1[C:16]([CH2:17][O:18][C:19]2[CH:24]=[CH:23][C:22]([S:25](Cl)(=[O:27])=[O:26])=[CH:21][CH:20]=2)=[C:15]([CH3:29])[O:14][N:13]=1, predict the reaction product. The product is: [CH3:11][C:12]1[C:16]([CH2:17][O:18][C:19]2[CH:20]=[CH:21][C:22]([S:25]([NH:10][C:7]3[N:8]=[N:9][C:4]([O:3][CH2:1][CH3:2])=[CH:5][CH:6]=3)(=[O:27])=[O:26])=[CH:23][CH:24]=2)=[C:15]([CH3:29])[O:14][N:13]=1. (5) Given the reactants [CH3:1][O:2][C:3]1[CH:8]=[CH:7][C:6]([N:9]2[CH2:14][CH2:13][N:12]([CH2:15][CH2:16][NH2:17])[CH2:11][CH2:10]2)=[CH:5][CH:4]=1.[C:18]([N:22]1[C:26]([CH2:27][CH:28]([CH3:30])[CH3:29])=[CH:25][C:24]([CH:31]=O)=[N:23]1)([CH3:21])([CH3:20])[CH3:19], predict the reaction product. The product is: [C:18]([N:22]1[C:26]([CH2:27][CH:28]([CH3:29])[CH3:30])=[CH:25][C:24]([CH2:31][NH:17][CH2:16][CH2:15][N:12]2[CH2:11][CH2:10][N:9]([C:6]3[CH:5]=[CH:4][C:3]([O:2][CH3:1])=[CH:8][CH:7]=3)[CH2:14][CH2:13]2)=[N:23]1)([CH3:21])([CH3:20])[CH3:19].